This data is from Forward reaction prediction with 1.9M reactions from USPTO patents (1976-2016). The task is: Predict the product of the given reaction. (1) Given the reactants Cl[C:2]1[C:3]2[CH:10]=[CH:9][NH:8][C:4]=2[N:5]=[CH:6][N:7]=1.[C:11]([CH2:13][C:14]1([N:25]2[CH:29]=[C:28](B3OC(C)(C)C(C)(C)O3)[CH:27]=[N:26]2)[CH2:17][N:16]([C:18]([O:20][C:21]([CH3:24])([CH3:23])[CH3:22])=[O:19])[CH2:15]1)#[N:12].[F-].[Cs+].C(O)(C)(C)C, predict the reaction product. The product is: [N:5]1[C:4]2[NH:8][CH:9]=[CH:10][C:3]=2[C:2]([C:28]2[CH:27]=[N:26][N:25]([C:14]3([CH2:13][C:11]#[N:12])[CH2:15][N:16]([C:18]([O:20][C:21]([CH3:22])([CH3:23])[CH3:24])=[O:19])[CH2:17]3)[CH:29]=2)=[N:7][CH:6]=1. (2) Given the reactants [CH3:1][S:2][C:3]1[CH:8]=[CH:7][C:6]([N:9]2[CH:14]=[CH:13][C:12]([O:15][CH:16]3[CH2:21][CH2:20][N:19](C(OCC4C=CC=CC=4)=O)[CH2:18][CH2:17]3)=[CH:11][C:10]2=[O:32])=[CH:5][CH:4]=1.I[Si](C)(C)C, predict the reaction product. The product is: [CH3:1][S:2][C:3]1[CH:8]=[CH:7][C:6]([N:9]2[CH:14]=[CH:13][C:12]([O:15][CH:16]3[CH2:21][CH2:20][NH:19][CH2:18][CH2:17]3)=[CH:11][C:10]2=[O:32])=[CH:5][CH:4]=1. (3) The product is: [CH3:12][NH:14][CH2:15][C:16]1[CH:40]=[CH:39][C:19]([NH:20][C:21]([C:23]2[C:24]([C:29]3[CH:30]=[CH:31][C:32]([C:35]([F:36])([F:37])[F:38])=[CH:33][CH:34]=3)=[CH:25][CH:26]=[CH:27][CH:28]=2)=[O:22])=[CH:18][CH:17]=1. Given the reactants [H-].[Al+3].[Li+].[H-].[H-].[H-].C(O[C:12]([NH:14][CH2:15][C:16]1[CH:40]=[CH:39][C:19]([NH:20][C:21]([C:23]2[CH:28]=[CH:27][CH:26]=[CH:25][C:24]=2[C:29]2[CH:34]=[CH:33][C:32]([C:35]([F:38])([F:37])[F:36])=[CH:31][CH:30]=2)=[O:22])=[CH:18][CH:17]=1)=O)(C)(C)C.[F-].[Na+].O, predict the reaction product. (4) Given the reactants [O:1]=[C:2]([N:17]1[CH2:21][CH2:20][CH2:19][C@H:18]1[B:22]1[O:26][C@@H]2CC3CC([C@]2(C)[O:23]1)C3(C)C)[CH2:3][NH:4][C:5]([C:7]1[C:16]2[C:11](=[CH:12][CH:13]=[CH:14][CH:15]=2)[N:10]=[CH:9][CH:8]=1)=[O:6].Cl.C1(OB(O)O)C=CC=CC=1.COC(C)(C)C, predict the reaction product. The product is: [N:10]1[C:11]2[C:16](=[CH:15][CH:14]=[CH:13][CH:12]=2)[C:7]([C:5]([NH:4][CH2:3][C:2]([N:17]2[CH2:21][CH2:20][CH2:19][C@H:18]2[B:22]([OH:26])[OH:23])=[O:1])=[O:6])=[CH:8][CH:9]=1. (5) Given the reactants Cl.[NH2:2]C1C=C2N(C=1)N=CNC2=[O:12].O1C2(CCN(C(OC(C)(C)C)=O)CC2)C1.C(=O)([O-])[O-].[Cs+].[Cs+].[NH2:34][C:35]1[CH:36]=[C:37]2[N:42]([CH:43]=1)[N:41]=[CH:40][N:39]([CH2:44][C:45]1([OH:58])[CH2:50][CH2:49][N:48]([C:51]([O:53][C:54]([CH3:57])([CH3:56])[CH3:55])=[O:52])[CH2:47][CH2:46]1)[C:38]2=[O:59], predict the reaction product. The product is: [OH-:12].[NH4+:2].[NH2:34][C:35]1[CH:36]=[C:37]2[N:42]([CH:43]=1)[N:41]=[CH:40][N:39]([CH2:44][C:45]1([OH:58])[CH2:50][CH2:49][N:48]([C:51]([O:53][C:54]([CH3:55])([CH3:56])[CH3:57])=[O:52])[CH2:47][CH2:46]1)[C:38]2=[O:59]. (6) Given the reactants [CH3:1][N:2]1[CH2:15][CH2:14][C:5]2[NH:6][C:7]3[CH:8]=[CH:9][C:10]([CH3:13])=[CH:11][C:12]=3[C:4]=2[CH2:3]1.[OH-].[K+].[CH2:18]([C:21]1[CH:26]=[CH:25][C:24]([CH:27]=[CH2:28])=[CH:23][N:22]=1)[CH2:19][CH3:20], predict the reaction product. The product is: [CH3:1][N:2]1[CH2:15][CH2:14][C:5]2[N:6]([CH2:28][CH2:27][C:24]3[CH:23]=[N:22][C:21]([CH2:18][CH2:19][CH3:20])=[CH:26][CH:25]=3)[C:7]3[CH:8]=[CH:9][C:10]([CH3:13])=[CH:11][C:12]=3[C:4]=2[CH2:3]1. (7) Given the reactants [OH:1][CH2:2][C:3]1[N:4]=[C:5]([C:8]2[N:9]([CH3:17])[C:10]([C:13]([OH:16])([CH3:15])[CH3:14])=[N:11][N:12]=2)[S:6][CH:7]=1.CC1(C)N([O])C(C)(C)CCC1.C(O)(=[O:31])C.C(O)(=O)C.IC1C=CC=CC=1.C([O-])([O-])=O.[Na+].[Na+], predict the reaction product. The product is: [OH:16][C:13]([C:10]1[N:9]([CH3:17])[C:8]([C:5]2[S:6][CH:7]=[C:3]([C:2]([OH:31])=[O:1])[N:4]=2)=[N:12][N:11]=1)([CH3:14])[CH3:15]. (8) Given the reactants C[O:2][C:3]1[CH:4]=[C:5]2[C:9](=[CH:10][CH:11]=1)[C:8]1([N:16]3[CH:17]=[N:18][CH:19]=[C:15]3[CH2:14][CH2:13][CH2:12]1)[CH2:7][CH2:6]2.B(Br)(Br)Br.C(=O)([O-])O.[Na+], predict the reaction product. The product is: [C:8]12([N:16]3[CH:17]=[N:18][CH:19]=[C:15]3[CH2:14][CH2:13][CH2:12]1)[C:9]1[C:5](=[CH:4][C:3]([OH:2])=[CH:11][CH:10]=1)[CH2:6][CH2:7]2. (9) Given the reactants [OH-:1].[Na+].OO.[Br:5][C:6]1[CH:7]=[CH:8][C:9]([O:12][C@H:13]([C:15]2[N:16]([CH3:32])[C:17]([C:20]3[CH:27]=[CH:26][C:23]([C:24]#[N:25])=[CH:22][C:21]=3[C:28]([F:31])([F:30])[F:29])=[N:18][N:19]=2)[CH3:14])=[N:10][CH:11]=1.O, predict the reaction product. The product is: [Br:5][C:6]1[CH:7]=[CH:8][C:9]([O:12][C@H:13]([C:15]2[N:16]([CH3:32])[C:17]([C:20]3[CH:27]=[CH:26][C:23]([C:24]([NH2:25])=[O:1])=[CH:22][C:21]=3[C:28]([F:31])([F:29])[F:30])=[N:18][N:19]=2)[CH3:14])=[N:10][CH:11]=1.